The task is: Predict which catalyst facilitates the given reaction.. This data is from Catalyst prediction with 721,799 reactions and 888 catalyst types from USPTO. (1) Reactant: [F:1][C:2]1[CH:7]=[C:6]([CH3:8])[CH:5]=[CH:4][C:3]=1[C@:9]1([CH3:28])[CH2:14][C@@H:13]([C:15]([F:18])([F:17])[F:16])[O:12][C:11]([NH:19]C(=O)C2C=CC=CC=2)=[N:10]1.C1COCC1.[OH-].[Na+]. Product: [F:1][C:2]1[CH:7]=[C:6]([CH3:8])[CH:5]=[CH:4][C:3]=1[C@:9]1([CH3:28])[CH2:14][C@@H:13]([C:15]([F:16])([F:17])[F:18])[O:12][C:11]([NH2:19])=[N:10]1. The catalyst class is: 5. (2) Reactant: C(=O)([O-])O.[Na+].[CH3:6][O:7][C:8]1[CH:17]=[CH:16][C:11]([C:12]([O:14][CH3:15])=[O:13])=[C:10](S(C(F)(F)F)(=O)=O)[CH:9]=1.[F:25][C:26]1[CH:31]=[CH:30][C:29](B(O)O)=[CH:28][CH:27]=1. Product: [CH3:6][O:7][C:8]1[CH:17]=[CH:16][C:11]([C:12]([O:14][CH3:15])=[O:13])=[C:10]([C:29]2[CH:30]=[CH:31][C:26]([F:25])=[CH:27][CH:28]=2)[CH:9]=1. The catalyst class is: 837. (3) Reactant: Cl[CH2:2][CH2:3][NH:4][C:5]([C:8]1[N:13]=[C:12]([C:14]([NH:16][CH2:17][C:18]2[CH:23]=[CH:22][C:21]([F:24])=[CH:20][CH:19]=2)=[O:15])[C:11]([OH:25])=[C:10]([OH:26])[N:9]=1)([CH3:7])[CH3:6].C([O-])([O-])=O.[Cs+].[Cs+].CCOCC. Product: [F:24][C:21]1[CH:22]=[CH:23][C:18]([CH2:17][NH:16][C:14]([C:12]2[N:13]=[C:8]3[C:5]([CH3:7])([CH3:6])[NH:4][CH2:3][CH2:2][N:9]3[C:10](=[O:26])[C:11]=2[OH:25])=[O:15])=[CH:19][CH:20]=1. The catalyst class is: 12. (4) Reactant: [I-].C[S+](C)C.[C:6]1(=[O:13])[CH2:12][CH2:11][CH2:10][CH2:9][CH2:8][CH2:7]1.[CH3:14]C(C)([O-])C.[K+]. Product: [O:13]1[C:6]2([CH2:12][CH2:11][CH2:10][CH2:9][CH2:8][CH2:7]2)[CH2:14]1. The catalyst class is: 16. (5) Reactant: [F-].C([N+](CCCC)(CCCC)CCCC)CCC.[C:19]1([CH2:25][O:26][C:27]2[CH:32]=[CH:31][C:30]([C:33]3[CH:41]=[C:40]4[C:36]([C:37]([NH:50][C:51](=[O:55])[CH2:52][CH2:53][CH3:54])=[N:38][N:39]4COCC[Si](C)(C)C)=[CH:35][C:34]=3[C:56]3[CH:61]=[CH:60][CH:59]=[CH:58][CH:57]=3)=[CH:29][CH:28]=2)[CH:24]=[CH:23][CH:22]=[CH:21][CH:20]=1.C(OCC)(=O)C. Product: [C:56]1([C:34]2[CH:35]=[C:36]3[C:40](=[CH:41][C:33]=2[C:30]2[CH:31]=[CH:32][C:27]([O:26][CH2:25][C:19]4[CH:20]=[CH:21][CH:22]=[CH:23][CH:24]=4)=[CH:28][CH:29]=2)[NH:39][N:38]=[C:37]3[NH:50][C:51](=[O:55])[CH2:52][CH2:53][CH3:54])[CH:61]=[CH:60][CH:59]=[CH:58][CH:57]=1. The catalyst class is: 7. (6) Reactant: [Cl:1][C:2]1[CH:3]=[C:4]([C@@H:8]([OH:26])[CH2:9][NH:10][C@H:11]([CH3:25])[CH2:12][C:13]2[C:21]3[C:16](=[C:17]([C:22](O)=[O:23])[CH:18]=[CH:19][CH:20]=3)[NH:15][CH:14]=2)[CH:5]=[CH:6][CH:7]=1.[NH2:27][C@H:28]([C:33]([O:35][CH3:36])=[O:34])[CH2:29][CH:30]([CH3:32])[CH3:31].Cl.Cl.C(N=C=NCCCN(C)C)C.ON1C2C=CC=CC=2N=N1.C(N(CC)CC)C. Product: [Cl:1][C:2]1[CH:3]=[C:4]([C@@H:8]([OH:26])[CH2:9][NH:10][C@H:11]([CH3:25])[CH2:12][C:13]2[C:21]3[C:16](=[C:17]([C:22]([NH:27][C@@H:28]([CH2:29][CH:30]([CH3:32])[CH3:31])[C:33]([O:35][CH3:36])=[O:34])=[O:23])[CH:18]=[CH:19][CH:20]=3)[NH:15][CH:14]=2)[CH:5]=[CH:6][CH:7]=1. The catalyst class is: 42. (7) Reactant: C(O[BH-](OC(=O)C)OC(=O)C)(=O)C.[Na+].O=[C:16]1[CH2:21][CH2:20][N:19]([C:22]([O:24][CH2:25][C:26]2[CH:31]=[CH:30][CH:29]=[CH:28][CH:27]=2)=[O:23])[CH2:18][CH2:17]1.[NH:32]1[CH2:37][CH2:36][CH:35]([O:38][CH2:39][C:40]([O:42][C:43]([CH3:46])([CH3:45])[CH3:44])=[O:41])[CH2:34][CH2:33]1.[OH-].[Na+]. Product: [C:43]([O:42][C:40]([CH2:39][O:38][CH:35]1[CH2:34][CH2:33][N:32]([CH:16]2[CH2:21][CH2:20][N:19]([C:22]([O:24][CH2:25][C:26]3[CH:31]=[CH:30][CH:29]=[CH:28][CH:27]=3)=[O:23])[CH2:18][CH2:17]2)[CH2:37][CH2:36]1)=[O:41])([CH3:46])([CH3:44])[CH3:45]. The catalyst class is: 49. (8) Reactant: [O:1]1[C:5]2([CH2:10][CH2:9][C:8]([C:11]3[C:12]([CH3:20])=[C:13]([CH:16]=[CH:17][C:18]=3[CH3:19])[CH:14]=O)=[CH:7][CH2:6]2)[O:4][CH2:3][CH2:2]1.[NH2:21][C:22]1[CH:35]=[CH:34][C:25]2[C@H:26]([CH2:29][C:30]([O:32][CH3:33])=[O:31])[CH2:27][O:28][C:24]=2[CH:23]=1.C(O)(=O)C.C(O[BH-](OC(=O)C)OC(=O)C)(=O)C.[Na+].C(=O)([O-])O.[Na+]. Product: [O:1]1[C:5]2([CH2:10][CH2:9][C:8]([C:11]3[C:12]([CH3:20])=[C:13]([CH:16]=[CH:17][C:18]=3[CH3:19])[CH2:14][NH:21][C:22]3[CH:35]=[CH:34][C:25]4[C@H:26]([CH2:29][C:30]([O:32][CH3:33])=[O:31])[CH2:27][O:28][C:24]=4[CH:23]=3)=[CH:7][CH2:6]2)[O:4][CH2:3][CH2:2]1. The catalyst class is: 10.